This data is from Forward reaction prediction with 1.9M reactions from USPTO patents (1976-2016). The task is: Predict the product of the given reaction. (1) Given the reactants Cl.[CH3:2][O:3][C:4]1[CH:9]=[CH:8][CH:7]=[CH:6][C:5]=1[N:10]1[CH2:15][CH2:14][NH:13][CH2:12][CH2:11]1.Br[CH2:17][CH2:18][CH2:19][N:20]1[C:24](=[O:25])[C:23]2=[CH:26][CH:27]=[CH:28][CH:29]=[C:22]2[C:21]1=[O:30].C([O-])([O-])=O.[K+].[K+], predict the reaction product. The product is: [CH3:2][O:3][C:4]1[CH:9]=[CH:8][CH:7]=[CH:6][C:5]=1[N:10]1[CH2:15][CH2:14][N:13]([CH2:17][CH2:18][CH2:19][N:20]2[C:24](=[O:25])[C:23]3[C:22](=[CH:29][CH:28]=[CH:27][CH:26]=3)[C:21]2=[O:30])[CH2:12][CH2:11]1. (2) The product is: [C:1]([O:5][C:6]([N:7]([CH3:8])[C@H:9]1[CH2:10][CH2:11][C@H:12]([CH2:15][CH2:16][CH2:17][CH2:18][O:19][S:29]([CH3:28])(=[O:31])=[O:30])[CH2:13][CH2:14]1)=[O:20])([CH3:3])([CH3:2])[CH3:4]. Given the reactants [C:1]([O:5][C:6](=[O:20])[N:7]([C@H:9]1[CH2:14][CH2:13][C@H:12]([CH2:15][CH2:16][CH2:17][CH2:18][OH:19])[CH2:11][CH2:10]1)[CH3:8])([CH3:4])([CH3:3])[CH3:2].CCN(CC)CC.[CH3:28][S:29](Cl)(=[O:31])=[O:30], predict the reaction product. (3) Given the reactants [O:1]1[CH2:3][CH:2]1[C:4]1[CH:9]=[CH:8][C:7]([C:10]2[N:14]=[C:13]([C:15]3[O:19][N:18]=[C:17]([C:20]4[CH:25]=[CH:24][CH:23]=[CH:22][CH:21]=4)[C:16]=3[C:26]([F:29])([F:28])[F:27])[O:12][N:11]=2)=[CH:6][CH:5]=1.[NH:30]1[CH2:35][CH2:34][O:33][CH2:32][CH:31]1[CH2:36][C:37]([O:39]CC)=[O:38], predict the reaction product. The product is: [OH:1][CH:2]([C:4]1[CH:5]=[CH:6][C:7]([C:10]2[N:14]=[C:13]([C:15]3[O:19][N:18]=[C:17]([C:20]4[CH:25]=[CH:24][CH:23]=[CH:22][CH:21]=4)[C:16]=3[C:26]([F:28])([F:27])[F:29])[O:12][N:11]=2)=[CH:8][CH:9]=1)[CH2:3][N:30]1[CH2:35][CH2:34][O:33][CH2:32][CH:31]1[CH2:36][C:37]([OH:39])=[O:38]. (4) Given the reactants Cl.[NH2:2][C@@H:3]1[CH2:5][C@H:4]1[C:6]1[CH:11]=[CH:10][C:9]([NH:12][C:13](=[O:21])[C:14]2[CH:19]=[CH:18][CH:17]=[C:16]([Br:20])[CH:15]=2)=[CH:8][CH:7]=1.[CH:22](=O)[C:23]1[CH:28]=[CH:27][CH:26]=[CH:25][CH:24]=1.C(=O)([O-])O.[Na+].[BH4-].[Na+], predict the reaction product. The product is: [CH2:22]([NH:2][C@@H:3]1[CH2:5][C@H:4]1[C:6]1[CH:11]=[CH:10][C:9]([NH:12][C:13](=[O:21])[C:14]2[CH:19]=[CH:18][CH:17]=[C:16]([Br:20])[CH:15]=2)=[CH:8][CH:7]=1)[C:23]1[CH:28]=[CH:27][CH:26]=[CH:25][CH:24]=1. (5) Given the reactants [CH2:1]([N:8]1[CH2:13][CH2:12][NH:11][CH2:10][CH2:9]1)[C:2]1[CH:7]=[CH:6][CH:5]=[CH:4][CH:3]=1.[NH2:14][C:15]1[N:16]=[N:17][C:18](Cl)=[CH:19][CH:20]=1.C(=O)(O)[O-].[Na+], predict the reaction product. The product is: [CH2:1]([N:8]1[CH2:13][CH2:12][N:11]([C:18]2[N:17]=[N:16][C:15]([NH2:14])=[CH:20][CH:19]=2)[CH2:10][CH2:9]1)[C:2]1[CH:3]=[CH:4][CH:5]=[CH:6][CH:7]=1. (6) Given the reactants [OH:1][C:2]1[CH:11]=[C:10]2[C:5]([C:6]([O:12][C:13]3[CH:18]=[CH:17][C:16]([CH3:19])=[CH:15][C:14]=3[C:20]([C:22]3[CH:27]=[CH:26][CH:25]=[CH:24][CH:23]=3)=[O:21])=[CH:7][CH:8]=[N:9]2)=[CH:4][C:3]=1[O:28][CH3:29].[CH2:30]([CH:32]1[O:34][CH2:33]1)Br.C(=O)([O-])[O-].[K+].[K+].O, predict the reaction product. The product is: [CH3:29][O:28][C:3]1[CH:4]=[C:5]2[C:10](=[CH:11][C:2]=1[O:1][CH2:30][CH:32]1[CH2:33][O:34]1)[N:9]=[CH:8][CH:7]=[C:6]2[O:12][C:13]1[CH:18]=[CH:17][C:16]([CH3:19])=[CH:15][C:14]=1[C:20]([C:22]1[CH:23]=[CH:24][CH:25]=[CH:26][CH:27]=1)=[O:21]. (7) Given the reactants Br[C:2]1[CH:9]=[CH:8][C:5]([C:6]#[N:7])=[CH:4][CH:3]=1.[CH3:10][O:11][C:12](=[O:15])[CH:13]=[CH2:14].C1C=CC(P(C2C=CC=CC=2)C2C=CC=CC=2)=CC=1.C(=O)(O)[O-].[Na+], predict the reaction product. The product is: [C:6]([C:5]1[CH:8]=[CH:9][C:2](/[CH:14]=[CH:13]/[C:12]([O:11][CH3:10])=[O:15])=[CH:3][CH:4]=1)#[N:7].